Dataset: Full USPTO retrosynthesis dataset with 1.9M reactions from patents (1976-2016). Task: Predict the reactants needed to synthesize the given product. (1) Given the product [CH3:8][C:9]1[C:15]([CH3:16])=[CH:14][CH:13]=[CH:12][C:10]=1[NH:11][C:5](=[O:6])[CH2:4][CH2:3][C:2]([OH:1])=[O:7], predict the reactants needed to synthesize it. The reactants are: [O:1]1[C:5](=[O:6])[CH2:4][CH2:3][C:2]1=[O:7].[CH3:8][C:9]1[C:15]([CH3:16])=[CH:14][CH:13]=[CH:12][C:10]=1[NH2:11]. (2) Given the product [F:38][C:37]([F:40])([F:39])[C:35]([O-:41])=[O:36].[Cl:30][C:25]1[CH:24]=[C:23]([CH:28]=[CH:27][C:26]=1[Cl:29])[CH2:22][C:20]1[CH:19]=[N:18][C:17]2[N:16]([N:15]=[CH:14][C:13]=2[C:11]([NH:10][CH2:9][CH2:8][NH3+:7])=[O:12])[CH:21]=1, predict the reactants needed to synthesize it. The reactants are: C(OC(=O)[NH:7][CH2:8][CH2:9][NH:10][C:11]([C:13]1[CH:14]=[N:15][N:16]2[CH:21]=[C:20]([CH2:22][C:23]3[CH:28]=[CH:27][C:26]([Cl:29])=[C:25]([Cl:30])[CH:24]=3)[CH:19]=[N:18][C:17]=12)=[O:12])(C)(C)C.C(Cl)Cl.[C:35]([OH:41])([C:37]([F:40])([F:39])[F:38])=[O:36]. (3) Given the product [Cl:1][C:2]1[CH:9]=[C:8]([O:10][CH3:11])[C:7]([O:12][CH2:13][CH2:14][CH2:15][O:16][CH3:17])=[CH:6][C:3]=1[C:4]([OH:22])=[O:5], predict the reactants needed to synthesize it. The reactants are: [Cl:1][C:2]1[CH:9]=[C:8]([O:10][CH3:11])[C:7]([O:12][CH2:13][CH2:14][CH2:15][O:16][CH3:17])=[CH:6][C:3]=1[CH:4]=[O:5].C([OH:22])(C)(C)C.C(Cl)Cl.CC(=CC)C.[O-]Cl=O.[Na+].